This data is from Full USPTO retrosynthesis dataset with 1.9M reactions from patents (1976-2016). The task is: Predict the reactants needed to synthesize the given product. (1) Given the product [CH:42]([O:51][C:50]1[N:48]=[CH:47][C:32]([C@@H:27]([NH:26][C:10]([C@H:8]2[CH2:9][C@@H:7]2[C:1]2[CH:2]=[CH:3][CH:4]=[CH:5][CH:6]=2)=[O:12])[CH3:28])=[CH:31][CH:30]=1)([CH3:43])[CH3:44], predict the reactants needed to synthesize it. The reactants are: [C:1]1([C@@H:7]2[CH2:9][C@H:8]2[C:10]([OH:12])=O)[CH:6]=[CH:5][CH:4]=[CH:3][CH:2]=1.F[P-](F)(F)(F)(F)F.C[N+](C)=C(N(C)C)ON1[C:28]2N=[CH:30][CH:31]=[CH:32][C:27]=2[N:26]=N1.C(N([CH2:42][CH3:43])CC)C.[CH2:44](N)C.[CH3:47][N:48]([CH:50]=[O:51])C. (2) Given the product [CH3:11][C:6](=[CH:5][S:29][C:23]1[CH:28]=[CH:27][CH:26]=[CH:25][CH:24]=1)[C:7]([O:9][CH3:10])=[O:8], predict the reactants needed to synthesize it. The reactants are: C(Cl)(Cl)Cl.[CH3:5][C:6](=[CH:11]OS(C1C=CC(C)=CC=1)(=O)=O)[C:7]([O:9][CH3:10])=[O:8].[C:23]1([SH:29])[CH:28]=[CH:27][CH:26]=[CH:25][CH:24]=1.C(N(CC)CC)C. (3) Given the product [C:17]([O:20][C:21]([N:23]1[CH2:28][CH2:27][N:26]([C:2]2[C:11]3[C:6](=[CH:7][CH:8]=[C:9]([C:12]([O:14][CH3:15])=[O:13])[CH:10]=3)[N:5]=[CH:4][CH:3]=2)[CH2:25][CH2:24]1)=[O:22])([CH3:19])([CH3:16])[CH3:18], predict the reactants needed to synthesize it. The reactants are: Cl[C:2]1[C:11]2[C:6](=[CH:7][CH:8]=[C:9]([C:12]([O:14][CH3:15])=[O:13])[CH:10]=2)[N:5]=[CH:4][CH:3]=1.[CH3:16][C:17]([O:20][C:21]([N:23]1[CH2:28][CH2:27][NH:26][CH2:25][CH2:24]1)=[O:22])([CH3:19])[CH3:18]. (4) Given the product [CH3:21][C:20]1[C:15]([N:12]2[CH2:13][CH2:14][N:9]([C:7]([C:4]3[CH:3]=[C:2]([N:24]4[CH2:25][CH2:26][CH2:27][S:23]4(=[O:29])=[O:28])[S:6][CH:5]=3)=[O:8])[CH2:10][CH2:11]2)=[N:16][CH:17]=[C:18]([CH3:22])[CH:19]=1, predict the reactants needed to synthesize it. The reactants are: Br[C:2]1[S:6][CH:5]=[C:4]([C:7]([N:9]2[CH2:14][CH2:13][N:12]([C:15]3[C:20]([CH3:21])=[CH:19][C:18]([CH3:22])=[CH:17][N:16]=3)[CH2:11][CH2:10]2)=[O:8])[CH:3]=1.[S:23]1(=[O:29])(=[O:28])[CH2:27][CH2:26][CH2:25][NH:24]1.